This data is from Full USPTO retrosynthesis dataset with 1.9M reactions from patents (1976-2016). The task is: Predict the reactants needed to synthesize the given product. (1) Given the product [NH2:1][N:2]1[C:6]([CH3:7])=[C:5]([CH3:8])[N:4]=[C:3]1[C:9]([NH2:13])=[O:11], predict the reactants needed to synthesize it. The reactants are: [NH2:1][N:2]1[C:6]([CH3:7])=[C:5]([CH3:8])[N:4]=[C:3]1[C:9]([O:11]C)=O.[NH3:13]. (2) Given the product [NH2:29][CH:1]([C:4]1[CH:5]=[C:6]([Cl:22])[C:7]([CH3:21])=[C:8]([C:18]([NH2:20])=[O:19])[C:9]=1[C:10]1[CH:15]=[C:14]([F:16])[CH:13]=[C:12]([F:17])[CH:11]=1)[CH3:2], predict the reactants needed to synthesize it. The reactants are: [C:1]([C:4]1[CH:5]=[C:6]([Cl:22])[C:7]([CH3:21])=[C:8]([C:18]([NH2:20])=[O:19])[C:9]=1[C:10]1[CH:15]=[C:14]([F:16])[CH:13]=[C:12]([F:17])[CH:11]=1)(=O)[CH3:2].C([O-])(=O)C.[NH4+].C([BH3-])#[N:29].[Na+]. (3) Given the product [F:14][C:6]1([F:15])[C:5]2[C:9](=[CH:10][CH:11]=[CH:12][C:4]=2[CH:1]([OH:3])[CH2:2][CH3:17])[NH:8][C:7]1=[O:13], predict the reactants needed to synthesize it. The reactants are: [C:1]([C:4]1[CH:12]=[CH:11][CH:10]=[C:9]2[C:5]=1[C:6]([F:15])([F:14])[C:7](=[O:13])[NH:8]2)(=[O:3])[CH3:2].F[C:17]1(F)C2C(C=O)=CC=CC=2NC1=O.C[Mg]Br.C([Mg]Br)C. (4) Given the product [N:30]1[CH:31]=[CH:32][CH:33]=[C:28]([CH2:27][N:1]([CH2:2][C:3]2[C:4](=[N:9][NH:10][C:11]3[CH:16]=[CH:15][C:14]([F:17])=[C:13]([F:18])[CH:12]=3)[C:5]([NH2:8])=[N:6][N:7]=2)[CH2:40][C:25]2[CH:24]=[N:21][CH:22]=[CH:38][CH:39]=2)[CH:29]=1, predict the reactants needed to synthesize it. The reactants are: [NH2:1][CH2:2][C:3]1[C:4](=[N:9][NH:10][C:11]2[CH:16]=[CH:15][C:14]([F:17])=[C:13]([F:18])[CH:12]=2)[C:5]([NH2:8])=[N:6][N:7]=1.C([N:21]([CH2:24][CH3:25])[CH2:22]C)C.Br[CH2:27][C:28]1[CH:29]=[N:30][CH:31]=[CH:32][CH:33]=1.C(O[CH2:38][CH3:39])(=O)C.[CH3:40]N(C=O)C.